This data is from Forward reaction prediction with 1.9M reactions from USPTO patents (1976-2016). The task is: Predict the product of the given reaction. (1) Given the reactants [N:1]([C@@H:4]1[CH2:7][O:6][C@@H:5]1[CH2:8][O:9][CH2:10][C:11]1[CH:16]=[CH:15][CH:14]=[CH:13][CH:12]=1)=[N+]=[N-].C1(P(C2C=CC=CC=2)C2C=CC=CC=2)C=CC=CC=1.O, predict the reaction product. The product is: [CH2:10]([O:9][CH2:8][C@@H:5]1[C@H:4]([NH2:1])[CH2:7][O:6]1)[C:11]1[CH:12]=[CH:13][CH:14]=[CH:15][CH:16]=1. (2) The product is: [CH2:1]([O:8][CH2:9][N:10]1[C:14]([CH:31]([C:30]2[CH:33]=[CH:34][C:35]([N+:36]([O-:38])=[O:37])=[C:28]([O:27][CH2:20][C:21]3[CH:26]=[CH:25][CH:24]=[CH:23][CH:22]=3)[CH:29]=2)[OH:32])=[CH:13][CH:12]=[N:11]1)[C:2]1[CH:3]=[CH:4][CH:5]=[CH:6][CH:7]=1. Given the reactants [CH2:1]([O:8][CH2:9][N:10]1[CH:14]=[CH:13][CH:12]=[N:11]1)[C:2]1[CH:7]=[CH:6][CH:5]=[CH:4][CH:3]=1.[Li]CCCC.[CH2:20]([O:27][C:28]1[CH:29]=[C:30]([CH:33]=[CH:34][C:35]=1[N+:36]([O-:38])=[O:37])[CH:31]=[O:32])[C:21]1[CH:26]=[CH:25][CH:24]=[CH:23][CH:22]=1, predict the reaction product. (3) Given the reactants [N+:1]([C:4]1[CH:9]=[CH:8][C:7]([CH2:10][C:11](=[O:17])C(OCC)=O)=[CH:6][CH:5]=1)([O-:3])=[O:2].[CH2:18]([NH2:21])[CH2:19][NH2:20], predict the reaction product. The product is: [N+:1]([C:4]1[CH:5]=[CH:6][C:7]([C:10]2[C:11](=[O:17])[NH:20][CH2:19][CH2:18][N:21]=2)=[CH:8][CH:9]=1)([O-:3])=[O:2]. (4) Given the reactants [F:1][C:2]1[CH:3]=[C:4]([N:8](CC2C=CC=CC=2)[CH2:9][CH:10]([OH:15])[C:11]([F:14])([F:13])[F:12])[CH:5]=[CH:6][CH:7]=1, predict the reaction product. The product is: [F:1][C:2]1[CH:3]=[C:4]([NH:8][CH2:9][CH:10]([OH:15])[C:11]([F:13])([F:12])[F:14])[CH:5]=[CH:6][CH:7]=1. (5) The product is: [NH2:5][C@H:6]1[CH2:15][CH2:14][C:13]2[C:12]([S:16]([NH:19][C:20]3[N:25]=[CH:24][CH:23]=[CH:22][N:21]=3)(=[O:17])=[O:18])=[CH:11][CH:10]=[C:9]([O:26][CH3:27])[C:8]=2[CH2:7]1. Given the reactants FC(F)(F)C([NH:5][C@H:6]1[CH2:15][CH2:14][C:13]2[C:8](=[C:9]([O:26][CH3:27])[CH:10]=[CH:11][C:12]=2[S:16]([NH:19][C:20]2[N:25]=[CH:24][CH:23]=[CH:22][N:21]=2)(=[O:18])=[O:17])[CH2:7]1)=O.[OH-].[Na+].Cl, predict the reaction product.